This data is from Full USPTO retrosynthesis dataset with 1.9M reactions from patents (1976-2016). The task is: Predict the reactants needed to synthesize the given product. (1) Given the product [CH:22]1([NH:28][C:2]2[CH:7]=[CH:6][C:5]([CH2:8][OH:9])=[CH:4][C:3]=2[N+:10]([O-:12])=[O:11])[CH2:27][CH2:26][CH2:25][CH2:24][CH2:23]1, predict the reactants needed to synthesize it. The reactants are: F[C:2]1[CH:7]=[CH:6][C:5]([CH2:8][OH:9])=[CH:4][C:3]=1[N+:10]([O-:12])=[O:11].C(N(CC)C(C)C)(C)C.[CH:22]1([NH2:28])[CH2:27][CH2:26][CH2:25][CH2:24][CH2:23]1. (2) Given the product [CH:10]1([NH:16][C:6]2[CH:5]=[C:4]([CH3:9])[N:3]=[C:2]([N:17]3[C:25]4[C:20](=[CH:21][CH:22]=[CH:23][CH:24]=4)[CH:19]=[N:18]3)[N:7]=2)[CH2:15][CH2:14][CH2:13][CH2:12][CH2:11]1, predict the reactants needed to synthesize it. The reactants are: Cl[C:2]1[N:7]=[C:6](Cl)[CH:5]=[C:4]([CH3:9])[N:3]=1.[CH:10]1([NH2:16])[CH2:15][CH2:14][CH2:13][CH2:12][CH2:11]1.[NH:17]1[C:25]2[C:20](=[CH:21][CH:22]=[CH:23][CH:24]=2)[CH:19]=[N:18]1. (3) Given the product [Cl:37][C:34]1[CH:33]=[CH:32][C:31]([C@H:18]([C:17]([N:14]2[CH2:13][CH2:12][N:11]([C:3]3[C:2]([C:44]4[CH:43]=[CH:42][C:41]([O:40][CH3:39])=[C:46]([O:47][CH3:48])[CH:45]=4)=[CH:7][N:6]=[C:5]4[NH:8][CH:9]=[CH:10][C:4]=34)[CH2:16][CH2:15]2)=[O:38])[CH2:19][N:20]([CH:28]([CH3:29])[CH3:30])[C:21](=[O:27])[O:22][C:23]([CH3:24])([CH3:25])[CH3:26])=[CH:36][CH:35]=1, predict the reactants needed to synthesize it. The reactants are: Br[C:2]1[C:3]([N:11]2[CH2:16][CH2:15][N:14]([C:17](=[O:38])[C@@H:18]([C:31]3[CH:36]=[CH:35][C:34]([Cl:37])=[CH:33][CH:32]=3)[CH2:19][N:20]([CH:28]([CH3:30])[CH3:29])[C:21](=[O:27])[O:22][C:23]([CH3:26])([CH3:25])[CH3:24])[CH2:13][CH2:12]2)=[C:4]2[CH:10]=[CH:9][NH:8][C:5]2=[N:6][CH:7]=1.[CH3:39][O:40][C:41]1[CH:42]=[C:43](B(O)O)[CH:44]=[CH:45][C:46]=1[O:47][CH3:48].C([O-])([O-])=O.[K+].[K+]. (4) The reactants are: Br[C:2]1[CH:10]=[CH:9][C:5]([C:6]([NH2:8])=[O:7])=[CH:4][C:3]=1/[CH:11]=[CH:12]/[C:13]1[CH:18]=[CH:17][C:16]([O:19][C:20]([F:23])([F:22])[F:21])=[CH:15][CH:14]=1.C1(P(C2CCCCC2)C2C=CC=CC=2C2C=CC=CC=2)CCCCC1.[CH2:49]([CH2:51][NH2:52])[OH:50]. Given the product [OH:50][CH2:49][CH2:51][NH:52][C:2]1[CH:10]=[CH:9][C:5]([C:6]([NH2:8])=[O:7])=[CH:4][C:3]=1/[CH:11]=[CH:12]/[C:13]1[CH:18]=[CH:17][C:16]([O:19][C:20]([F:23])([F:22])[F:21])=[CH:15][CH:14]=1, predict the reactants needed to synthesize it. (5) The reactants are: [CH3:1][O:2][C:3]1[C:12]([C:13]2[CH:18]=[CH:17][CH:16]=[CH:15][C:14]=2[F:19])=[CH:11][C:10]2[C:5](=[CH:6][CH:7]=[CH:8][CH:9]=2)[CH:4]=1.CN(C)C=O.[Br:25]N1C(=O)CCC1=O. Given the product [Br:25][C:4]1[C:5]2[C:10](=[CH:9][CH:8]=[CH:7][CH:6]=2)[CH:11]=[C:12]([C:13]2[CH:18]=[CH:17][CH:16]=[CH:15][C:14]=2[F:19])[C:3]=1[O:2][CH3:1], predict the reactants needed to synthesize it. (6) The reactants are: [CH:1]1([NH2:4])[CH2:3][CH2:2]1.Cl[CH2:6][C:7]1[CH:12]=[CH:11][N:10]=[C:9]([O:13][CH3:14])[CH:8]=1. Given the product [CH:1]1([NH:4][CH2:6][C:7]2[CH:12]=[CH:11][N:10]=[C:9]([O:13][CH3:14])[CH:8]=2)[CH2:3][CH2:2]1, predict the reactants needed to synthesize it. (7) The reactants are: Cl[C:2]1[CH:7]=[C:6]([C:8]2[CH:13]=[C:12]([CH3:14])[CH:11]=[CH:10][C:9]=2[CH3:15])[N:5]=[C:4]([NH2:16])[N:3]=1.[Cl:17][C:18]1[CH:24]=[CH:23][C:21]([NH2:22])=[CH:20][CH:19]=1. Given the product [Cl:17][C:18]1[CH:24]=[CH:23][C:21]([NH:22][C:2]2[CH:7]=[C:6]([C:8]3[CH:13]=[C:12]([CH3:14])[CH:11]=[CH:10][C:9]=3[CH3:15])[N:5]=[C:4]([NH2:16])[N:3]=2)=[CH:20][CH:19]=1, predict the reactants needed to synthesize it. (8) Given the product [C:13]1([CH2:12][S:9]([N:6]2[CH2:7][CH2:8][CH:5]2[C:3]([OH:4])=[O:2])(=[O:11])=[O:10])[CH:14]=[CH:15][CH:16]=[CH:17][CH:18]=1, predict the reactants needed to synthesize it. The reactants are: C[O:2][C:3]([CH:5]1[CH2:8][CH2:7][N:6]1[S:9]([CH2:12][C:13]1[CH:18]=[CH:17][CH:16]=[CH:15][CH:14]=1)(=[O:11])=[O:10])=[O:4].[OH-].[Li+].